This data is from NCI-60 drug combinations with 297,098 pairs across 59 cell lines. The task is: Regression. Given two drug SMILES strings and cell line genomic features, predict the synergy score measuring deviation from expected non-interaction effect. Drug 1: CCCS(=O)(=O)NC1=C(C(=C(C=C1)F)C(=O)C2=CNC3=C2C=C(C=N3)C4=CC=C(C=C4)Cl)F. Drug 2: C1=CN(C(=O)N=C1N)C2C(C(C(O2)CO)O)O.Cl. Cell line: SNB-19. Synergy scores: CSS=26.3, Synergy_ZIP=4.01, Synergy_Bliss=4.27, Synergy_Loewe=-25.2, Synergy_HSA=1.96.